Dataset: Full USPTO retrosynthesis dataset with 1.9M reactions from patents (1976-2016). Task: Predict the reactants needed to synthesize the given product. Given the product [CH3:9][CH:10]([CH3:14])[CH2:11][C:12]#[C:13][C:5]1[CH:4]=[CH:3][C:2]([OH:16])=[N:7][CH:6]=1, predict the reactants needed to synthesize it. The reactants are: Br[C:2]1[N:7]=[CH:6][C:5](O)=[CH:4][CH:3]=1.[CH3:9][CH:10]([CH3:14])[CH2:11][C:12]#[CH:13].C(=O)([O-])[O-:16].[Cs+].[Cs+].